From a dataset of Forward reaction prediction with 1.9M reactions from USPTO patents (1976-2016). Predict the product of the given reaction. (1) Given the reactants [C:1]1([N:7]2[C:15]3[CH2:14][CH2:13][NH:12][CH2:11][C:10]=3[N:9]=[N:8]2)[CH:6]=[CH:5][CH:4]=[CH:3][CH:2]=1.[Cl:16][C:17]1[C:25]([Cl:26])=[CH:24][CH:23]=[CH:22][C:18]=1[C:19](O)=[O:20].CCN(CC)CC.CN(C(ON1N=NC2C=CC=NC1=2)=[N+](C)C)C.F[P-](F)(F)(F)(F)F, predict the reaction product. The product is: [Cl:16][C:17]1[C:25]([Cl:26])=[CH:24][CH:23]=[CH:22][C:18]=1[C:19]([N:12]1[CH2:13][CH2:14][C:15]2[N:7]([C:1]3[CH:2]=[CH:3][CH:4]=[CH:5][CH:6]=3)[N:8]=[N:9][C:10]=2[CH2:11]1)=[O:20]. (2) Given the reactants [Br:1][C:2]1[C:3](=[O:19])[NH:4][C:5]([CH3:18])=[CH:6][C:7]=1[O:8][CH2:9][C:10]1[CH:15]=[CH:14][C:13]([F:16])=[CH:12][C:11]=1[F:17].C(=O)([O-])[O-].[Cs+].[Cs+].Cl[CH2:27][CH2:28][N:29]1[CH2:34][CH2:33][O:32][CH2:31][CH2:30]1.O, predict the reaction product. The product is: [Br:1][C:2]1[C:3](=[O:19])[N:4]([CH2:27][CH2:28][N:29]2[CH2:34][CH2:33][O:32][CH2:31][CH2:30]2)[C:5]([CH3:18])=[CH:6][C:7]=1[O:8][CH2:9][C:10]1[CH:15]=[CH:14][C:13]([F:16])=[CH:12][C:11]=1[F:17]. (3) The product is: [CH3:23][N:5]1[C:6]2[C:11](=[CH:10][CH:9]=[C:8]([CH:12]([CH2:15][CH2:16][CH2:17][CH2:18][CH3:19])[CH2:13][OH:14])[CH:7]=2)[C:2]([CH3:20])([CH3:1])[CH2:3][CH2:4]1. Given the reactants [CH3:1][C:2]1([CH3:20])[C:11]2[C:6](=[CH:7][C:8]([CH:12]([CH2:15][CH2:16][CH2:17][CH2:18][CH3:19])[CH2:13][OH:14])=[CH:9][CH:10]=2)[NH:5][CH2:4][CH2:3]1.C=O.[C:23](O[BH-](OC(=O)C)OC(=O)C)(=O)C.[Na+].C(O)(=O)C, predict the reaction product. (4) Given the reactants [Cl:1][C:2]1[CH:7]=[CH:6][CH:5]=[CH:4][C:3]=1[S:8]([C@H:11]1[CH2:15][NH:14][C@H:13]([C:16]([NH:18][C:19]2([C:22]#[N:23])[CH2:21][CH2:20]2)=[O:17])[CH2:12]1)(=[O:10])=[O:9].Cl.[N:25]1([C:30]2([C:33](O)=[O:34])[CH2:32][CH2:31]2)[CH2:29][CH2:28][CH2:27][CH2:26]1, predict the reaction product. The product is: [Cl:1][C:2]1[CH:7]=[CH:6][CH:5]=[CH:4][C:3]=1[S:8]([C@H:11]1[CH2:15][N:14]([C:33]([C:30]2([N:25]3[CH2:29][CH2:28][CH2:27][CH2:26]3)[CH2:32][CH2:31]2)=[O:34])[C@H:13]([C:16]([NH:18][C:19]2([C:22]#[N:23])[CH2:21][CH2:20]2)=[O:17])[CH2:12]1)(=[O:10])=[O:9]. (5) The product is: [Cl:1][C:2]1[CH:3]=[C:4]([CH:25]=[CH:26][C:27]=1[Cl:28])[C:5]([NH:7][C@@H:8]1[C:17]2[C:12](=[CH:13][CH:14]=[C:15]([NH2:18])[CH:16]=2)[CH2:11][CH2:10][C@H:9]1[O:21][C:22](=[O:24])[CH3:23])=[O:6]. Given the reactants [Cl:1][C:2]1[CH:3]=[C:4]([CH:25]=[CH:26][C:27]=1[Cl:28])[C:5]([NH:7][C@@H:8]1[C:17]2[C:12](=[CH:13][CH:14]=[C:15]([N+:18]([O-])=O)[CH:16]=2)[CH2:11][CH2:10][C@H:9]1[O:21][C:22](=[O:24])[CH3:23])=[O:6], predict the reaction product. (6) Given the reactants Br[C:2]1[C:3]([F:18])=[C:4]2[C:8](=[CH:9][CH:10]=1)[N:7]([C:11]([O:13][C:14]([CH3:17])([CH3:16])[CH3:15])=[O:12])[CH2:6][CH2:5]2.[CH3:19][N:20]1[CH:24]=[C:23](B2OC(C)(C)C(C)(C)O2)[CH:22]=[N:21]1.C([O-])([O-])=O.[Na+].[Na+], predict the reaction product. The product is: [F:18][C:3]1[C:2]([C:23]2[CH:22]=[N:21][N:20]([CH3:19])[CH:24]=2)=[CH:10][CH:9]=[C:8]2[C:4]=1[CH2:5][CH2:6][N:7]2[C:11]([O:13][C:14]([CH3:17])([CH3:16])[CH3:15])=[O:12]. (7) Given the reactants C1(C)C=CC(S(O)(=O)=O)=CC=1.[CH:12]1([O:17][C:18]2[C:19]([O:47][CH3:48])=[CH:20][CH:21]=[C:22]3[C:27]=2[N:26]([CH2:28][CH2:29][O:30]C2CCCCO2)[C:25](=[O:37])[CH:24]=[C:23]3[NH:38][C:39]2[C:44]([Cl:45])=[CH:43][N:42]=[CH:41][C:40]=2[Cl:46])[CH2:16][CH2:15][CH2:14][CH2:13]1, predict the reaction product. The product is: [CH:12]1([O:17][C:18]2[C:19]([O:47][CH3:48])=[CH:20][CH:21]=[C:22]3[C:27]=2[N:26]([CH2:28][CH2:29][OH:30])[C:25](=[O:37])[CH:24]=[C:23]3[NH:38][C:39]2[C:40]([Cl:46])=[CH:41][N:42]=[CH:43][C:44]=2[Cl:45])[CH2:16][CH2:15][CH2:14][CH2:13]1. (8) Given the reactants [C:1]([C:5]1[C:6](=[O:21])[N:7]([CH2:15][C:16]([O:18]CC)=[O:17])[C:8]2[C:13]([CH:14]=1)=[CH:12][CH:11]=[CH:10][CH:9]=2)([CH3:4])([CH3:3])[CH3:2].O.[OH-].[Li+].[O:25]1CCOC[CH2:26]1, predict the reaction product. The product is: [C:1]([C:5]1[C:6](=[O:21])[N:7]([CH2:15][C:16]([OH:18])=[O:17])[C:8]2[C:13]([CH:14]=1)=[CH:12][CH:11]=[C:10]([O:25][CH3:26])[CH:9]=2)([CH3:2])([CH3:3])[CH3:4]. (9) Given the reactants [C:1]([C:4]1[CH:9]=[CH:8][C:7]([N:10]=[C:11]=[O:12])=[CH:6][CH:5]=1)(=[O:3])[CH3:2].[S:13]1[CH:17]=[CH:16][CH:15]=[C:14]1[CH2:18][OH:19], predict the reaction product. The product is: [S:13]1[CH:17]=[CH:16][CH:15]=[C:14]1[CH2:18][O:19][C:11](=[O:12])[NH:10][C:7]1[CH:6]=[CH:5][C:4]([C:1](=[O:3])[CH3:2])=[CH:9][CH:8]=1.